Dataset: Catalyst prediction with 721,799 reactions and 888 catalyst types from USPTO. Task: Predict which catalyst facilitates the given reaction. (1) Reactant: [Li]CCCC.CCCCCC.[CH3:12][O:13][C:14]1[CH:19]=[CH:18][C:17]([NH:20][C:21](=O)[C:22]([CH3:25])([CH3:24])[CH3:23])=[C:16]([CH3:27])[CH:15]=1.Cl. Product: [C:22]([C:21]1[NH:20][C:17]2[C:16]([CH:27]=1)=[CH:15][C:14]([O:13][CH3:12])=[CH:19][CH:18]=2)([CH3:25])([CH3:24])[CH3:23]. The catalyst class is: 1. (2) Reactant: [CH3:1][O:2][C:3]1[CH:4]=[C:5]([CH:9]([NH:14][CH3:15])[C:10]([O:12]C)=O)[CH:6]=[CH:7][CH:8]=1.[Cl:16][C:17]1[CH:18]=[C:19]([N:24]=[C:25]=[O:26])[CH:20]=[CH:21][C:22]=1[Cl:23]. Product: [Cl:16][C:17]1[CH:18]=[C:19]([N:24]2[C:10](=[O:12])[CH:9]([C:5]3[CH:6]=[CH:7][CH:8]=[C:3]([O:2][CH3:1])[CH:4]=3)[N:14]([CH3:15])[C:25]2=[O:26])[CH:20]=[CH:21][C:22]=1[Cl:23]. The catalyst class is: 1.